From a dataset of Full USPTO retrosynthesis dataset with 1.9M reactions from patents (1976-2016). Predict the reactants needed to synthesize the given product. (1) The reactants are: [F:1][C:2]([F:28])([F:27])[C:3]1[CH:8]=[CH:7][C:6]([C:9]2[C:10]([C:15]([NH:17][C:18]3[CH:19]=[C:20]([C:24](O)=[O:25])[N:21]([CH3:23])[CH:22]=3)=[O:16])=[CH:11][CH:12]=[CH:13][CH:14]=2)=[CH:5][CH:4]=1.[CH3:29][N:30]1[CH:34]=[N:33][N:32]=[C:31]1[CH:35]1[CH2:40][CH2:39][N:38]([C:41]2[CH:48]=[CH:47][C:44]([CH2:45][NH2:46])=[CH:43][CH:42]=2)[CH2:37][CH2:36]1.CN(C(ON1N=NC2C=CC=CC1=2)=[N+](C)C)C.[B-](F)(F)(F)F.C(N(CC)CC)C. Given the product [CH3:29][N:30]1[CH:34]=[N:33][N:32]=[C:31]1[CH:35]1[CH2:40][CH2:39][N:38]([C:41]2[CH:42]=[CH:43][C:44]([CH2:45][NH:46][C:24]([C:20]3[N:21]([CH3:23])[CH:22]=[C:18]([NH:17][C:15]([C:10]4[C:9]([C:6]5[CH:7]=[CH:8][C:3]([C:2]([F:28])([F:27])[F:1])=[CH:4][CH:5]=5)=[CH:14][CH:13]=[CH:12][CH:11]=4)=[O:16])[CH:19]=3)=[O:25])=[CH:47][CH:48]=2)[CH2:37][CH2:36]1, predict the reactants needed to synthesize it. (2) Given the product [CH3:5][O:4][N:15]([CH3:19])[C:13](=[O:14])[C@@H:12]([CH3:28])[C@H:11]([OH:10])[C@@H:29]([O:31][CH2:32][C:33]1[CH:34]=[CH:35][C:36]([O:39][CH3:40])=[CH:37][CH:38]=1)[CH3:30], predict the reactants needed to synthesize it. The reactants are: Cl.CN[O:4][CH3:5].C[Al](C)C.[OH:10][C@H:11]([C@@H:29]([O:31][CH2:32][C:33]1[CH:38]=[CH:37][C:36]([O:39][CH3:40])=[CH:35][CH:34]=1)[CH3:30])[C@H:12]([CH3:28])[C:13]([N:15]1[C@H:19](CC2C=CC=CC=2)COC1=O)=[O:14].Cl.